This data is from Catalyst prediction with 721,799 reactions and 888 catalyst types from USPTO. The task is: Predict which catalyst facilitates the given reaction. (1) Reactant: [F:1][C:2]([F:17])([F:16])[C:3]1[CH:8]=[CH:7][C:6]([CH2:9][NH2:10])=[C:5]([N:11]2[CH2:15][CH2:14][CH2:13][CH2:12]2)[CH:4]=1.ClC(Cl)(OC(=O)OC(Cl)(Cl)Cl)Cl.[N-:30]=[C:31]=[O:32].N[C:34]1[C:39]2[O:40][CH2:41][C:42](=[O:44])[NH:43][C:38]=2[CH:37]=[CH:36][CH:35]=1. The catalyst class is: 329. Product: [F:17][C:2]([F:1])([F:16])[C:3]1[CH:8]=[CH:7][C:6]([CH2:9][NH:10][C:31]([NH:30][C:34]2[C:39]3[O:40][CH2:41][C:42](=[O:44])[NH:43][C:38]=3[CH:37]=[CH:36][CH:35]=2)=[O:32])=[C:5]([N:11]2[CH2:15][CH2:14][CH2:13][CH2:12]2)[CH:4]=1. (2) Reactant: P(Cl)(Cl)([Cl:3])=O.[N+:6]([C:9]1[CH:10]=[N:11][C:12]2[C:17]([C:18]=1O)=[N:16][CH:15]=[CH:14][CH:13]=2)([O-:8])=[O:7]. Product: [Cl:3][C:18]1[C:17]2[C:12](=[CH:13][CH:14]=[CH:15][N:16]=2)[N:11]=[CH:10][C:9]=1[N+:6]([O-:8])=[O:7]. The catalyst class is: 3.